The task is: Predict the product of the given reaction.. This data is from Forward reaction prediction with 1.9M reactions from USPTO patents (1976-2016). (1) Given the reactants [Cl:1][C:2]1[CH:7]=[CH:6][C:5]([N+:8]([O-])=O)=[C:4]([N:11]2[CH:15]=[C:14]([CH3:16])[N:13]=[C:12]2[CH:17]2[CH2:22][CH2:21][CH2:20][CH2:19][CH2:18]2)[CH:3]=1.[H][H], predict the reaction product. The product is: [Cl:1][C:2]1[CH:7]=[CH:6][C:5]([NH2:8])=[C:4]([N:11]2[CH:15]=[C:14]([CH3:16])[N:13]=[C:12]2[CH:17]2[CH2:18][CH2:19][CH2:20][CH2:21][CH2:22]2)[CH:3]=1. (2) Given the reactants [C:1]([O:5][C:6]([NH:8][C@@H:9]([CH:22]1[CH2:26][CH2:25][CH2:24][CH2:23]1)[C:10]([N:12]1[C@@H:19]([C:20]#[CH:21])[CH2:18][CH2:17][C@H:13]1[C:14]([OH:16])=O)=[O:11])=[O:7])([CH3:4])([CH3:3])[CH3:2].C[N:28]1CCOCC1.C(OC(Cl)=O)C(C)C.O1CCOCC1.OS([O-])(=O)=O.[K+], predict the reaction product. The product is: [C:1]([O:5][C:6]([NH:8][C@@H:9]([CH:22]1[CH2:26][CH2:25][CH2:24][CH2:23]1)[C:10]([N:12]1[C@@H:19]([C:20]#[CH:21])[CH2:18][CH2:17][C@H:13]1[C:14]([NH2:28])=[O:16])=[O:11])=[O:7])([CH3:2])([CH3:4])[CH3:3]. (3) The product is: [CH3:1][O:2][C:3]1[CH:10]=[C:9]([N+:11]([O-:13])=[O:12])[CH:8]=[CH:7][C:4]=1[CH2:5][NH2:6]. Given the reactants [CH3:1][O:2][C:3]1[CH:10]=[C:9]([N+:11]([O-:13])=[O:12])[CH:8]=[CH:7][C:4]=1[C:5]#[N:6].O.B, predict the reaction product. (4) Given the reactants [O:1]1[CH2:3][CH:2]1[CH2:4][N:5]1[CH2:14][CH2:13][C:12]2[C:7](=[CH:8][CH:9]=[CH:10][CH:11]=2)[CH2:6]1.[NH4+:15], predict the reaction product. The product is: [NH2:15][CH2:3][CH:2]([OH:1])[CH2:4][N:5]1[CH2:14][CH2:13][C:12]2[C:7](=[CH:8][CH:9]=[CH:10][CH:11]=2)[CH2:6]1. (5) Given the reactants [Cl:1][C:2]1[CH:7]=[CH:6][CH:5]=[CH:4][C:3]=1[NH:8][C:9]([NH:11][C:12]1[CH:17]=[C:16](Cl)[N:15]=[CH:14][N:13]=1)=[O:10].[N:19]1([CH2:25][CH2:26][CH2:27][O:28][C:29]2[CH:34]=[CH:33][C:32]([NH2:35])=[CH:31][CH:30]=2)[CH2:24][CH2:23][O:22][CH2:21][CH2:20]1.Cl, predict the reaction product. The product is: [Cl:1][C:2]1[CH:7]=[CH:6][CH:5]=[CH:4][C:3]=1[NH:8][C:9]([NH:11][C:12]1[CH:17]=[C:16]([NH:35][C:32]2[CH:33]=[CH:34][C:29]([O:28][CH2:27][CH2:26][CH2:25][N:19]3[CH2:20][CH2:21][O:22][CH2:23][CH2:24]3)=[CH:30][CH:31]=2)[N:15]=[CH:14][N:13]=1)=[O:10]. (6) Given the reactants C(Cl)(=O)C(Cl)=O.[F:7][C:8]([F:48])([F:47])[C:9]1[CH:10]=[C:11]([CH:40]=[C:41]([C:43]([F:46])([F:45])[F:44])[CH:42]=1)[CH2:12][N:13]([CH2:18][C:19]1[CH:24]=[C:23]([C:25]([F:28])([F:27])[F:26])[CH:22]=[CH:21][C:20]=1[C:29]1[C:34]([O:35][CH3:36])=[CH:33][CH:32]=[C:31]([C:37]([OH:39])=O)[CH:30]=1)[C:14]([O:16][CH3:17])=[O:15].[C:49](=[N:52]O)([NH2:51])[CH3:50], predict the reaction product. The product is: [F:44][C:43]([F:46])([F:45])[C:41]1[CH:40]=[C:11]([CH:10]=[C:9]([C:8]([F:7])([F:48])[F:47])[CH:42]=1)[CH2:12][N:13]([CH2:18][C:19]1[CH:24]=[C:23]([C:25]([F:28])([F:27])[F:26])[CH:22]=[CH:21][C:20]=1[C:29]1[CH:30]=[C:31]([C:37]2[O:39][N:52]=[C:49]([CH3:50])[N:51]=2)[CH:32]=[CH:33][C:34]=1[O:35][CH3:36])[C:14](=[O:15])[O:16][CH3:17].